Dataset: Catalyst prediction with 721,799 reactions and 888 catalyst types from USPTO. Task: Predict which catalyst facilitates the given reaction. (1) Reactant: Br[C:2]1[C:7]2[N:8]=[C:9]([C:11]3[CH:16]=[CH:15][C:14]([O:17][CH3:18])=[CH:13][CH:12]=3)[S:10][C:6]=2[CH:5]=[CH:4][CH:3]=1.[Cu][C:20]#[N:21].Cl. Product: [CH3:18][O:17][C:14]1[CH:15]=[CH:16][C:11]([C:9]2[S:10][C:6]3[C:7](=[C:2]([C:20]#[N:21])[CH:3]=[CH:4][CH:5]=3)[N:8]=2)=[CH:12][CH:13]=1. The catalyst class is: 9. (2) Reactant: [H-].[Al+3].[Li+].[H-].[H-].[H-].C([O:10][C:11]1[CH:12]=[C:13]([CH:21]=[CH:22][CH:23]=1)[O:14][CH2:15][C:16](OCC)=[O:17])(=O)C. Product: [OH:17][CH2:16][CH2:15][O:14][C:13]1[CH:12]=[C:11]([OH:10])[CH:23]=[CH:22][CH:21]=1. The catalyst class is: 7. (3) Reactant: P([O:9][CH:10]([C:19]1[CH:24]=[CH:23][CH:22]=[C:21]([O:25][Si](C(C)(C)C)(C)C)[CH:20]=1)[C:11](=[O:18])[C:12]1[CH:17]=[CH:16][CH:15]=[CH:14][CH:13]=1)(OCC)(OCC)=O.[OH-:33].[K+].Cl.C1(=O)[O:40][CH2:39][CH2:38]O1.N1[CH:47]=[CH:46]C=CC=1. Product: [OH:33][CH2:46][CH2:47][O:9][CH:10]([C:19]1[CH:24]=[CH:23][CH:22]=[C:21]([O:25][CH2:38][CH2:39][OH:40])[CH:20]=1)[C:11]([C:12]1[CH:13]=[CH:14][CH:15]=[CH:16][CH:17]=1)=[O:18]. The catalyst class is: 1. (4) Reactant: [OH:1][C:2]1[CH:7]=[CH:6][C:5]([CH2:8][CH:9]([NH:14][C:15]([CH:17]([O:22][C:23](=[O:31])[C:24]2[CH:29]=[CH:28][C:27]([OH:30])=[CH:26][CH:25]=2)[C:18]([O:20][CH3:21])=[O:19])=[O:16])[C:10]([O:12][CH3:13])=[O:11])=[CH:4][CH:3]=1.[I-].[Na+].P(O)([O-])([O-])=O.[Na+].[Na+]. The catalyst class is: 21. Product: [CH3:13][O:12][C:10]([CH:9]([NH:14][C:15]([CH:17]([O:22][C:23](=[O:31])[C:24]1[CH:25]=[CH:26][C:27]([O:30][CH2:17][C:18]([O:20][CH3:21])=[O:19])=[CH:28][CH:29]=1)[C:18]([O:20][CH3:21])=[O:19])=[O:16])[CH2:8][C:5]1[CH:6]=[CH:7][C:2]([O:1][CH2:9][C:10]([O:12][CH3:13])=[O:11])=[CH:3][CH:4]=1)=[O:11]. (5) Reactant: CC1(C)[O:6][C@@H:5]([C@@H:7]2[CH2:11][NH:10][C:9](=[O:12])[CH2:8]2)[CH2:4][O:3]1. Product: [OH:6][C@@H:5]([C@@H:7]1[CH2:11][NH:10][C:9](=[O:12])[CH2:8]1)[CH2:4][OH:3]. The catalyst class is: 5.